Dataset: Forward reaction prediction with 1.9M reactions from USPTO patents (1976-2016). Task: Predict the product of the given reaction. (1) Given the reactants [NH2:1][C@H:2]([C:13]([O:15][CH3:16])=[O:14])[CH2:3][C:4]1[CH:9]=[CH:8][C:7]([N+:10]([O-:12])=[O:11])=[CH:6][CH:5]=1.[CH:17](=O)[C:18]1[CH:23]=[CH:22][CH:21]=[CH:20][CH:19]=1.[BH4-].[Na+], predict the reaction product. The product is: [CH3:16][O:15][C:13](=[O:14])[C@@H:2]([NH:1][CH2:17][C:18]1[CH:23]=[CH:22][CH:21]=[CH:20][CH:19]=1)[CH2:3][C:4]1[CH:5]=[CH:6][C:7]([N+:10]([O-:12])=[O:11])=[CH:8][CH:9]=1. (2) Given the reactants [OH:1][CH:2]1[CH2:7][CH2:6][N:5]([C:8]([O:10][C:11]([CH3:14])([CH3:13])[CH3:12])=[O:9])[CH2:4][CH2:3]1.O[C:16]1[CH:21]=[CH:20][CH:19]=[CH:18][C:17]=1[C:22]([F:25])([F:24])[F:23].C1(P(C2C=CC=CC=2)C2C=CC=CC=2)C=CC=CC=1.N(C(OCC)=O)=NC(OCC)=O, predict the reaction product. The product is: [F:23][C:22]([F:25])([F:24])[C:17]1[CH:18]=[CH:19][CH:20]=[CH:21][C:16]=1[O:1][CH:2]1[CH2:3][CH2:4][N:5]([C:8]([O:10][C:11]([CH3:14])([CH3:13])[CH3:12])=[O:9])[CH2:6][CH2:7]1. (3) Given the reactants [N:1]([N:3]1[C:12]2[C:7](=[CH:8][CH:9]=[CH:10][CH:11]=2)[CH2:6][CH:5]([C:13]2[CH:18]=[CH:17][N:16]=[CH:15][CH:14]=2)[CH2:4]1)=O.[Cl-].[NH4+].O.[CH3:22][C:23]([CH3:25])=O, predict the reaction product. The product is: [CH3:22][C:23](=[N:1][N:3]1[C:12]2[C:7](=[CH:8][CH:9]=[CH:10][CH:11]=2)[CH2:6][CH:5]([C:13]2[CH:18]=[CH:17][N:16]=[CH:15][CH:14]=2)[CH2:4]1)[CH3:25]. (4) Given the reactants Cl[C:2]1[N:7]=[C:6]([O:8][C@H:9]([CH3:13])[CH2:10][O:11][CH3:12])[N:5]=[C:4]([N:14]2[CH2:19][CH2:18][CH:17]([CH2:20][O:21][C:22]3[C:23]([NH2:34])=[N:24][CH:25]=[C:26]([C:28]4[N:29]=[CH:30][N:31]([CH3:33])[CH:32]=4)[CH:27]=3)[CH2:16][CH2:15]2)[CH:3]=1.[NH2:35][C@H:36]([CH3:39])[CH2:37][OH:38].CCN(C(C)C)C(C)C.C1C=CC(P(C2C(C3C(P(C4C=CC=CC=4)C4C=CC=CC=4)=CC=C4C=3C=CC=C4)=C3C(C=CC=C3)=CC=2)C2C=CC=CC=2)=CC=1.[CH3:95][OH:96], predict the reaction product. The product is: [NH2:34][C:23]1[C:22]([O:21][CH2:20][CH:17]2[CH2:18][CH2:19][N:14]([C:4]3[N:5]=[C:6]([O:8][C@H:9]([CH3:13])[CH2:10][O:11][CH3:12])[N:7]=[C:2]([C:95]([NH:35][C@H:36]([CH3:39])[CH2:37][OH:38])=[O:96])[CH:3]=3)[CH2:15][CH2:16]2)=[CH:27][C:26]([C:28]2[N:29]=[CH:30][N:31]([CH3:33])[CH:32]=2)=[CH:25][N:24]=1.